The task is: Regression. Given two drug SMILES strings and cell line genomic features, predict the synergy score measuring deviation from expected non-interaction effect.. This data is from NCI-60 drug combinations with 297,098 pairs across 59 cell lines. (1) Drug 1: CN(C)N=NC1=C(NC=N1)C(=O)N. Drug 2: CC1=C(C=C(C=C1)NC(=O)C2=CC=C(C=C2)CN3CCN(CC3)C)NC4=NC=CC(=N4)C5=CN=CC=C5. Cell line: SF-539. Synergy scores: CSS=-1.84, Synergy_ZIP=-4.79, Synergy_Bliss=-11.4, Synergy_Loewe=-13.0, Synergy_HSA=-10.0. (2) Drug 1: CN(CCCl)CCCl.Cl. Drug 2: C(CC(=O)O)C(=O)CN.Cl. Cell line: HCT116. Synergy scores: CSS=1.44, Synergy_ZIP=0.694, Synergy_Bliss=-3.46, Synergy_Loewe=-48.1, Synergy_HSA=-6.94. (3) Drug 1: COC1=CC(=CC(=C1O)OC)C2C3C(COC3=O)C(C4=CC5=C(C=C24)OCO5)OC6C(C(C7C(O6)COC(O7)C8=CC=CS8)O)O. Drug 2: CN(C)C1=NC(=NC(=N1)N(C)C)N(C)C. Cell line: SR. Synergy scores: CSS=85.8, Synergy_ZIP=10.6, Synergy_Bliss=10.1, Synergy_Loewe=-17.7, Synergy_HSA=11.7. (4) Drug 1: C1CN1P(=S)(N2CC2)N3CC3. Drug 2: CC1C(C(CC(O1)OC2CC(OC(C2O)C)OC3=CC4=CC5=C(C(=O)C(C(C5)C(C(=O)C(C(C)O)O)OC)OC6CC(C(C(O6)C)O)OC7CC(C(C(O7)C)O)OC8CC(C(C(O8)C)O)(C)O)C(=C4C(=C3C)O)O)O)O. Cell line: HCT116. Synergy scores: CSS=70.2, Synergy_ZIP=-8.36, Synergy_Bliss=-7.85, Synergy_Loewe=-27.2, Synergy_HSA=-6.85. (5) Drug 1: CC1=C(C(=CC=C1)Cl)NC(=O)C2=CN=C(S2)NC3=CC(=NC(=N3)C)N4CCN(CC4)CCO. Synergy scores: CSS=4.19, Synergy_ZIP=-0.781, Synergy_Bliss=0.415, Synergy_Loewe=-1.24, Synergy_HSA=-0.261. Drug 2: CCC1(CC2CC(C3=C(CCN(C2)C1)C4=CC=CC=C4N3)(C5=C(C=C6C(=C5)C78CCN9C7C(C=CC9)(C(C(C8N6C)(C(=O)OC)O)OC(=O)C)CC)OC)C(=O)OC)O.OS(=O)(=O)O. Cell line: UACC62.